This data is from Reaction yield outcomes from USPTO patents with 853,638 reactions. The task is: Predict the reaction yield, written as a fraction of the theoretical maximum amount of product (1.0 means a 100% yield; for example, 0.34 means a 34% yield). The catalyst is C(O)CCC. The yield is 0.770. The product is [CH3:1][N:2]([CH:13]1[CH2:18][CH2:17][CH2:16][N:15]([C:21]2[CH:26]=[CH:25][N:24]=[CH:23][CH:22]=2)[CH2:14]1)[C:3](=[O:12])[O:4][CH2:5][C:6]1[CH:11]=[CH:10][CH:9]=[CH:8][CH:7]=1. The reactants are [CH3:1][N:2]([CH:13]1[CH2:18][CH2:17][CH2:16][NH:15][CH2:14]1)[C:3](=[O:12])[O:4][CH2:5][C:6]1[CH:11]=[CH:10][CH:9]=[CH:8][CH:7]=1.Cl.Br[C:21]1[CH:26]=[CH:25][N:24]=[CH:23][CH:22]=1.CCN(C(C)C)C(C)C.